Dataset: Forward reaction prediction with 1.9M reactions from USPTO patents (1976-2016). Task: Predict the product of the given reaction. (1) Given the reactants ClC1C=CC(C2NC(C3C=CC([O:19]C)=CC=3OCC)=NC2CC2CCCC2)=CC=1.[Cl:30][C:31]1[CH:36]=[CH:35][C:34]([CH:37]2[N:41]([C:42]([N:44]3[CH2:49][CH2:48][N:47](C)[CH2:46][CH2:45]3)=[O:43])[C:40]([C:51]3[CH:56]=[CH:55][C:54]([O:57][CH3:58])=[CH:53][C:52]=3[O:59][CH2:60][CH3:61])=[N:39][CH:38]2[CH2:62][CH:63]2[CH2:67][CH2:66][CH2:65][CH2:64]2)=[CH:33][CH:32]=1, predict the reaction product. The product is: [Cl:30][C:31]1[CH:32]=[CH:33][C:34]([CH:37]2[N:41]([C:42]([N:44]3[CH2:45][CH2:46][NH:47][C:48](=[O:19])[CH2:49]3)=[O:43])[C:40]([C:51]3[CH:56]=[CH:55][C:54]([O:57][CH3:58])=[CH:53][C:52]=3[O:59][CH2:60][CH3:61])=[N:39][CH:38]2[CH2:62][CH:63]2[CH2:64][CH2:65][CH2:66][CH2:67]2)=[CH:35][CH:36]=1. (2) Given the reactants [CH:1]1[CH:6]=[CH:5][C:4]([CH2:7][O:8][CH2:9][CH:10]([OH:13])[CH2:11][OH:12])=[CH:3][CH:2]=1.[CH3:14][CH2:15][C:16](=O)[CH2:17][CH3:18].O.C1(C)C=CC(S(O)(=O)=O)=CC=1.C(=O)([O-])O.[Na+], predict the reaction product. The product is: [CH2:7]([O:8][CH2:9][CH:10]1[CH2:11][O:12][C:16]([CH2:17][CH3:18])([CH2:15][CH3:14])[O:13]1)[C:4]1[CH:3]=[CH:2][CH:1]=[CH:6][CH:5]=1. (3) Given the reactants [N:1]([C@H:4]1[CH2:9][CH2:8][C@H:7]([C:10]([O:12]C)=[O:11])[CH2:6][C@H:5]1[NH:14][C:15]([O:17][C:18]([CH3:21])([CH3:20])[CH3:19])=[O:16])=[N+:2]=[N-:3].[OH-].[Li+].O, predict the reaction product. The product is: [N:1]([C@H:4]1[CH2:9][CH2:8][C@H:7]([C:10]([OH:12])=[O:11])[CH2:6][C@H:5]1[NH:14][C:15]([O:17][C:18]([CH3:21])([CH3:20])[CH3:19])=[O:16])=[N+:2]=[N-:3]. (4) Given the reactants [CH3:1][C:2]1([CH3:11])[N:6]2[C:7](=[O:10])[CH2:8][CH2:9][C@H:5]2[CH2:4][O:3]1.[Li+].[CH3:13][CH:14]([N-]C(C)C)C.O1CCOS1(=O)=O.[NH4+].[Cl-], predict the reaction product. The product is: [CH3:1][C:2]1([CH3:11])[N:6]2[C:7](=[O:10])[C:8]3([CH2:14][CH2:13]3)[CH2:9][C@H:5]2[CH2:4][O:3]1. (5) Given the reactants F[C:2]1[CH:17]=[CH:16][CH:15]=[CH:14][C:3]=1[C:4]([C:6]1[O:10][C:9]([C:11]([OH:13])=[O:12])=[CH:8][CH:7]=1)=O.S([O-])([O-])(=O)=O.[C:23]1([CH2:29][CH2:30][NH2+:31][NH2:32])[CH:28]=[CH:27][CH:26]=[CH:25][CH:24]=1.[C:23]1([CH2:29][CH2:30][NH2+:31][NH2:32])[CH:28]=[CH:27][CH:26]=[CH:25][CH:24]=1.C([O-])(=O)C.[Na+].CC(C)([O-])C.[K+], predict the reaction product. The product is: [C:11]([C:9]1[O:10][C:6]([C:4]2[C:3]3[C:2](=[CH:17][CH:16]=[CH:15][CH:14]=3)[N:31]([CH2:30][CH2:29][C:23]3[CH:28]=[CH:27][CH:26]=[CH:25][CH:24]=3)[N:32]=2)=[CH:7][CH:8]=1)([OH:13])=[O:12]. (6) Given the reactants [Al+3].[Cl-].[Cl-].[Cl-].C(S)C.[Br:8][C:9]1[CH:10]=[C:11]([C:17]([C:19]2[C:23]3[CH:24]=[C:25]([O:28]C)[CH:26]=[CH:27][C:22]=3[O:21][C:20]=2[CH2:30][CH3:31])=[O:18])[CH:12]=[C:13]([Br:16])[C:14]=1[OH:15], predict the reaction product. The product is: [Br:8][C:9]1[CH:10]=[C:11]([C:17]([C:19]2[C:23]3[CH:24]=[C:25]([OH:28])[CH:26]=[CH:27][C:22]=3[O:21][C:20]=2[CH2:30][CH3:31])=[O:18])[CH:12]=[C:13]([Br:16])[C:14]=1[OH:15]. (7) The product is: [CH2:27]([C@H:17]1[C:18](=[O:26])[NH:19][C@@H:20]([CH2:22][CH:23]([CH3:25])[CH3:24])[CH2:21][N:16]1[C:14]([C:11]1[CH:10]=[C:9]([C:4]2[CH:5]=[CH:6][C:7]([C:36]#[N:37])=[CH:2][CH:3]=2)[O:13][N:12]=1)=[O:15])[CH:28]([CH3:30])[CH3:29]. Given the reactants F[C:2]1[CH:3]=[C:4]([C:9]2[O:13][N:12]=[C:11]([C:14]([N:16]3[CH2:21][C@H:20]([CH2:22][CH:23]([CH3:25])[CH3:24])[NH:19][C:18](=[O:26])[C@@H:17]3[CH2:27][CH:28]([CH3:30])[CH3:29])=[O:15])[CH:10]=2)[CH:5]=[CH:6][C:7]=1F.C([C@@H]1NC[C@H](CC(C)C)[NH:37][C:36]1=O)C(C)C.C(C1C=CC(C2ON=C(C(O)=O)C=2)=CC=1)#N, predict the reaction product.